The task is: Predict which catalyst facilitates the given reaction.. This data is from Catalyst prediction with 721,799 reactions and 888 catalyst types from USPTO. (1) Reactant: [Cl:1][C:2]1[CH:7]=[CH:6][C:5]([C@@H:8]([N:17]2[CH2:20][CH:19]([C@H:21]([C:26]3[CH:31]=[C:30](F)[CH:29]=[C:28]([F:33])[CH:27]=3)[C:22]([F:25])([CH3:24])[CH3:23])[CH2:18]2)[C:9]2[CH:10]=[C:11]([CH:14]=[CH:15][CH:16]=2)[C:12]#[N:13])=[CH:4][CH:3]=1.[NH:34]1[CH:38]=[CH:37][N:36]=[CH:35]1.C([O-])([O-])=O.[K+].[K+].CCOCC. Product: [Cl:1][C:2]1[CH:3]=[CH:4][C:5]([C@@H:8]([N:17]2[CH2:18][CH:19]([C@H:21]([C:26]3[CH:31]=[C:30]([N:34]4[CH:38]=[CH:37][N:36]=[CH:35]4)[CH:29]=[C:28]([F:33])[CH:27]=3)[C:22]([F:25])([CH3:23])[CH3:24])[CH2:20]2)[C:9]2[CH:10]=[C:11]([CH:14]=[CH:15][CH:16]=2)[C:12]#[N:13])=[CH:6][CH:7]=1. The catalyst class is: 58. (2) Reactant: C([O:3][C:4]([CH:6]1[CH:11]([CH3:12])[CH2:10][CH2:9][N:8]([C:13]([O:15][C:16]([CH3:19])([CH3:18])[CH3:17])=[O:14])[CH2:7]1)=O)C.[H-].[Al+3].[Li+].[H-].[H-].[H-].Cl.S([O-])([O-])(=O)=O.[Mg+2]. The catalyst class is: 54. Product: [C:16]([O:15][C:13]([N:8]1[CH2:9][CH2:10][CH:11]([CH3:12])[CH:6]([CH2:4][OH:3])[CH2:7]1)=[O:14])([CH3:18])([CH3:19])[CH3:17]. (3) Reactant: [C:1](Cl)(Cl)=[O:2].C1(C)C=CC=CC=1.[NH2:12][C:13]1[CH:25]=[C:24]([F:26])[C:23]([F:27])=[CH:22][C:14]=1[C:15]([NH:17][O:18][CH2:19][CH:20]=[CH2:21])=[O:16].O. The catalyst class is: 12. Product: [CH2:19]([O:18][N:17]1[C:15](=[O:16])[C:14]2[C:13](=[CH:25][C:24]([F:26])=[C:23]([F:27])[CH:22]=2)[NH:12][C:1]1=[O:2])[CH:20]=[CH2:21]. (4) The catalyst class is: 22. Reactant: [CH3:1][C@@H:2]1[O:9]C(=O)[C@H](C)[O:5][C:3]1=[O:4].[CH2:11]([O:18][C:19]([NH:21][CH2:22][CH2:23][CH2:24][CH2:25][CH:26]1[C:31](=[O:32])[O:30]CC(=O)[NH:27]1)=[O:20])[C:12]1[CH:17]=[CH:16][CH:15]=[CH:14][CH:13]=1. Product: [C:3]([OH:5])(=[O:4])[CH2:2][OH:9].[CH2:11]([O:18][C:19]([NH:21][CH2:22][CH2:23][CH2:24][CH2:25][C@@H:26]([C:31]([OH:32])=[O:30])[NH2:27])=[O:20])[C:12]1[CH:13]=[CH:14][CH:15]=[CH:16][CH:17]=1.[C:3]([OH:5])(=[O:4])[C@H:2]([CH3:1])[OH:9]. (5) Reactant: [N+](C1C=CC([C:10]2[C:15]3[C:16]4[C:22]([C:23]([O-:25])=O)=[CH:21][CH:20]=[C:19]([O:26][CH3:27])[C:17]=4[O:18][C:14]=3[CH:13]=[CH:12][N:11]=2)=CC=1)([O-])=O.[NH2:28][C:29]1[C:34]([Cl:35])=[CH:33][N:32]=[CH:31][C:30]=1[Cl:36].[H-].[Na+].C(O)(=O)C. Product: [Cl:36][C:30]1[CH:31]=[N:32][CH:33]=[C:34]([Cl:35])[C:29]=1[NH:28][C:23]([C:22]1[C:16]2[C:15]3[CH:10]=[N:11][CH:12]=[CH:13][C:14]=3[O:18][C:17]=2[C:19]([O:26][CH3:27])=[CH:20][CH:21]=1)=[O:25]. The catalyst class is: 18. (6) Reactant: C[O:2][C:3]1[CH:8]=[C:7]([Cl:9])[CH:6]=[CH:5][C:4]=1[C:10]1[O:11][C:12]([CH:27]([CH3:29])[CH3:28])=[C:13]([CH2:15][CH2:16][C:17]([C:19]2[CH:24]=[CH:23][C:22]([OH:25])=[C:21]([CH3:26])[CH:20]=2)=[O:18])[N:14]=1.B(Cl)(Cl)Cl.C(Cl)(Cl)Cl.C(=O)([O-])O.[Na+]. Product: [OH:2][C:3]1[CH:8]=[C:7]([Cl:9])[CH:6]=[CH:5][C:4]=1[C:10]1[O:11][C:12]([CH:27]([CH3:29])[CH3:28])=[C:13]([CH2:15][CH2:16][C:17]([C:19]2[CH:24]=[CH:23][C:22]([OH:25])=[C:21]([CH3:26])[CH:20]=2)=[O:18])[N:14]=1. The catalyst class is: 2. (7) Reactant: [CH:1]1([C:4](=[O:27])[CH2:5][C:6]([C:8]2[C:13](=[O:14])[N:12]([C:15]3[CH:20]=[CH:19][CH:18]=[CH:17][CH:16]=3)[C:11]([C:21]3[CH:26]=[CH:25][CH:24]=[CH:23][CH:22]=3)=[N:10][CH:9]=2)=[O:7])[CH2:3][CH2:2]1.[CH:28](OCC)(OCC)[O:29][CH2:30][CH3:31].C(OC(=O)C)(=O)C. Product: [CH:1]1([C:4](=[O:27])[C:5](=[CH:28][O:29][CH2:30][CH3:31])[C:6]([C:8]2[C:13](=[O:14])[N:12]([C:15]3[CH:20]=[CH:19][CH:18]=[CH:17][CH:16]=3)[C:11]([C:21]3[CH:26]=[CH:25][CH:24]=[CH:23][CH:22]=3)=[N:10][CH:9]=2)=[O:7])[CH2:3][CH2:2]1. The catalyst class is: 11.